From a dataset of Full USPTO retrosynthesis dataset with 1.9M reactions from patents (1976-2016). Predict the reactants needed to synthesize the given product. (1) Given the product [N:20]1[CH:25]=[CH:24][CH:23]=[C:22]([CH2:26][CH2:27][CH2:28][O:17][C:16]([C@@H:11]2[CH2:12][S:13][CH2:14][CH2:15][N:10]2[S:7]([C:4]2[CH:3]=[CH:2][C:1]([CH3:19])=[CH:6][CH:5]=2)(=[O:9])=[O:8])=[O:18])[CH:21]=1, predict the reactants needed to synthesize it. The reactants are: [C:1]1([CH3:19])[CH:6]=[CH:5][C:4]([S:7]([N:10]2[CH2:15][CH2:14][S:13][CH2:12][C@H:11]2[C:16]([OH:18])=[O:17])(=[O:9])=[O:8])=[CH:3][CH:2]=1.[N:20]1[CH:25]=[CH:24][CH:23]=[C:22]([CH2:26][CH2:27][CH2:28]O)[CH:21]=1.C1CCC(N=C=NC2CCCCC2)CC1. (2) Given the product [CH2:1]([O:3][C:4]([N:6]1[CH2:12][CH:11]([NH:32][CH2:31][C:30]2[CH:33]=[CH:34][C:27]([O:26][CH3:25])=[CH:28][CH:29]=2)[C:10]2=[N:14][C:15]([C:19]3[CH:24]=[CH:23][N:22]=[CH:21][N:20]=3)=[CH:16][C:17](=[O:18])[N:9]2[CH2:8][CH2:7]1)=[O:5])[CH3:2], predict the reactants needed to synthesize it. The reactants are: [CH2:1]([O:3][C:4]([N:6]1[CH2:12][CH:11](Br)[C:10]2=[N:14][C:15]([C:19]3[CH:24]=[CH:23][N:22]=[CH:21][N:20]=3)=[CH:16][C:17](=[O:18])[N:9]2[CH2:8][CH2:7]1)=[O:5])[CH3:2].[CH3:25][O:26][C:27]1[CH:34]=[CH:33][C:30]([CH2:31][NH2:32])=[CH:29][CH:28]=1.CS(C)=O. (3) Given the product [CH3:1][C:2]1[CH:7]=[CH:6][CH:5]=[C:4]([CH3:8])[C:3]=1[N:9]1[CH2:10][C:11]2([C:15]([O:17][CH3:18])=[O:16])[CH2:30][CH2:29][CH2:33][CH:12]2[C:13]1=[O:14], predict the reactants needed to synthesize it. The reactants are: [CH3:1][C:2]1[CH:7]=[CH:6][CH:5]=[C:4]([CH3:8])[C:3]=1[N:9]1[C:13](=[O:14])[CH2:12][CH:11]([C:15]([O:17][CH3:18])=[O:16])[CH2:10]1.C[Si]([N-][Si](C)(C)C)(C)C.[Li+].[CH2:29]1[CH2:33]OC[CH2:30]1. (4) Given the product [CH:1]1([NH:6][C:7]2[CH:8]=[C:9]([CH2:24][S:25]([CH3:28])(=[O:27])=[O:26])[CH:10]=[C:11]3[C:15]=2[NH:14][C:13]([C:16]2[S:17][CH2:18][C@@H:19]([CH2:21][CH2:22][N:35]4[CH2:36][CH2:37][N:32]([C:29](=[O:31])[CH3:30])[CH2:33][CH2:34]4)[N:20]=2)=[CH:12]3)[CH2:5][CH2:4][CH2:3][CH2:2]1, predict the reactants needed to synthesize it. The reactants are: [CH:1]1([NH:6][C:7]2[CH:8]=[C:9]([CH2:24][S:25]([CH3:28])(=[O:27])=[O:26])[CH:10]=[C:11]3[C:15]=2[NH:14][C:13]([C:16]2[S:17][CH2:18][C@@H:19]([CH2:21][CH2:22]I)[N:20]=2)=[CH:12]3)[CH2:5][CH2:4][CH2:3][CH2:2]1.[C:29]([N:32]1[CH2:37][CH2:36][NH:35][CH2:34][CH2:33]1)(=[O:31])[CH3:30].